From a dataset of Forward reaction prediction with 1.9M reactions from USPTO patents (1976-2016). Predict the product of the given reaction. Given the reactants [Cl:1][C:2]1[N:10]=[C:9]2[C:5]([N:6]=[C:7]([CH2:17][N:18]3[CH2:23][CH2:22][N:21]([S:24]([CH3:27])(=[O:26])=[O:25])[CH2:20][CH2:19]3)[N:8]2C2CCCCO2)=[C:4]([N:28]2[CH2:33][CH2:32][O:31][CH2:30][CH2:29]2)[N:3]=1.C1(C)C=CC(S(O)(=O)=O)=CC=1, predict the reaction product. The product is: [Cl:1][C:2]1[N:10]=[C:9]2[C:5]([N:6]=[C:7]([CH2:17][N:18]3[CH2:19][CH2:20][N:21]([S:24]([CH3:27])(=[O:25])=[O:26])[CH2:22][CH2:23]3)[NH:8]2)=[C:4]([N:28]2[CH2:29][CH2:30][O:31][CH2:32][CH2:33]2)[N:3]=1.